From a dataset of NCI-60 drug combinations with 297,098 pairs across 59 cell lines. Regression. Given two drug SMILES strings and cell line genomic features, predict the synergy score measuring deviation from expected non-interaction effect. (1) Drug 1: CC1=C(C=C(C=C1)NC2=NC=CC(=N2)N(C)C3=CC4=NN(C(=C4C=C3)C)C)S(=O)(=O)N.Cl. Drug 2: CN1CCC(CC1)COC2=C(C=C3C(=C2)N=CN=C3NC4=C(C=C(C=C4)Br)F)OC. Cell line: MDA-MB-231. Synergy scores: CSS=13.8, Synergy_ZIP=-2.32, Synergy_Bliss=4.65, Synergy_Loewe=6.76, Synergy_HSA=6.38. (2) Drug 1: C1=CC(=C2C(=C1NCCNCCO)C(=O)C3=C(C=CC(=C3C2=O)O)O)NCCNCCO. Drug 2: COC1=CC(=CC(=C1O)OC)C2C3C(COC3=O)C(C4=CC5=C(C=C24)OCO5)OC6C(C(C7C(O6)COC(O7)C8=CC=CS8)O)O. Cell line: M14. Synergy scores: CSS=37.4, Synergy_ZIP=-5.84, Synergy_Bliss=0.396, Synergy_Loewe=-8.91, Synergy_HSA=3.11. (3) Drug 1: CN1C(=O)N2C=NC(=C2N=N1)C(=O)N. Drug 2: CC1=C(C=C(C=C1)NC(=O)C2=CC=C(C=C2)CN3CCN(CC3)C)NC4=NC=CC(=N4)C5=CN=CC=C5. Cell line: UO-31. Synergy scores: CSS=3.67, Synergy_ZIP=-0.952, Synergy_Bliss=-1.02, Synergy_Loewe=-0.198, Synergy_HSA=-0.984.